Dataset: Forward reaction prediction with 1.9M reactions from USPTO patents (1976-2016). Task: Predict the product of the given reaction. (1) Given the reactants C(OC([N:8]1[CH2:13][CH2:12][N:11]([CH2:14][CH:15]([OH:28])[CH2:16][O:17][C:18]2[CH:19]=[CH:20][C:21]3[S:25][C:24]([CH3:26])=[N:23][C:22]=3[CH:27]=2)[CH2:10][CH2:9]1)=O)(C)(C)C.FC(F)(F)C(O)=O.C(Cl)Cl, predict the reaction product. The product is: [CH3:26][C:24]1[S:25][C:21]2[CH:20]=[CH:19][C:18]([O:17][CH2:16][CH:15]([OH:28])[CH2:14][N:11]3[CH2:10][CH2:9][NH:8][CH2:13][CH2:12]3)=[CH:27][C:22]=2[N:23]=1. (2) Given the reactants [Cl:1][C:2]1[CH:3]=[N:4][C:5]2[N:6]([N:8]=[C:9]([C:11]([OH:13])=O)[CH:10]=2)[CH:7]=1.[F:14][C:15]1[N:20]=[CH:19][C:18]([C:21]2[N:22]=[C:23]3[CH:28]([CH3:29])[NH:27][CH2:26][CH2:25][N:24]3[CH:30]=2)=[CH:17][CH:16]=1, predict the reaction product. The product is: [Cl:1][C:2]1[CH:3]=[N:4][C:5]2[N:6]([N:8]=[C:9]([C:11]([N:27]3[CH2:26][CH2:25][N:24]4[CH:30]=[C:21]([C:18]5[CH:19]=[N:20][C:15]([F:14])=[CH:16][CH:17]=5)[N:22]=[C:23]4[CH:28]3[CH3:29])=[O:13])[CH:10]=2)[CH:7]=1.